Dataset: Catalyst prediction with 721,799 reactions and 888 catalyst types from USPTO. Task: Predict which catalyst facilitates the given reaction. Reactant: C(O[C:4]1[CH:5]=[N:6][C:7](C2C=CC=C(B3OC(C)(C)C(C)(C)O3)C=2)=N[CH:9]=1)C.C([O-])([O-])=[O:26].[K+].[K+].[CH3:31][C:32]1([CH3:35])[CH2:34][O:33]1.[NH4+:36].[Cl-:37]. Product: [Cl:37][C:7]1[N:6]=[CH:5][C:4]([O:33][CH2:34][C:32]([CH3:35])([OH:26])[CH3:31])=[CH:9][N:36]=1. The catalyst class is: 173.